Predict the reaction yield, written as a fraction of the theoretical maximum amount of product (1.0 means a 100% yield; for example, 0.34 means a 34% yield). From a dataset of Reaction yield outcomes from USPTO patents with 853,638 reactions. (1) The reactants are [C:1]([N:5]1[CH:9]=[C:8]([NH:10][C:11]([NH:13][C:14]2[CH:19]=[C:18]([C:20]3[C:31](=[O:32])[N:30]([CH3:33])[C:23]4[N:24]=[C:25](SC)[N:26]=[CH:27][C:22]=4[CH:21]=3)[C:17]([CH3:34])=[CH:16][C:15]=2[F:35])=[O:12])[CH:7]=[N:6]1)([CH3:4])([CH3:3])[CH3:2].[CH3:36][NH2:37].C1COCC1. No catalyst specified. The product is [C:1]([N:5]1[CH:9]=[C:8]([NH:10][C:11]([NH:13][C:14]2[CH:19]=[C:18]([C:20]3[C:31](=[O:32])[N:30]([CH3:33])[C:23]4[N:24]=[C:25]([NH:37][CH3:36])[N:26]=[CH:27][C:22]=4[CH:21]=3)[C:17]([CH3:34])=[CH:16][C:15]=2[F:35])=[O:12])[CH:7]=[N:6]1)([CH3:4])([CH3:3])[CH3:2]. The yield is 0.940. (2) The reactants are [CH2:1]([NH:3][CH2:4][CH2:5][OH:6])[CH3:2].[N+:7]([O-:10])([OH:9])=[O:8].CC(OC(C)=O)=O. The catalyst is CCOC(C)=O.CCCCCC. The product is [N+:7]([O-:10])([O-:9])=[O:8].[CH2:1]([NH2+:3][CH2:4][CH2:5][O:6][N+:7]([O-:9])=[O:8])[CH3:2]. The yield is 0.760. (3) The reactants are [C:1]([O:4][CH2:5][C@@H:6]1[C@@H:13]2[C@@H:9]([O:10][C:11]([CH3:15])([CH3:14])[O:12]2)[C@H:8]([N:16]2[CH:24]=[N:23][C:22]3[C:17]2=[N:18][CH:19]=[N:20][C:21]=3Cl)[O:7]1)(=[O:3])[CH3:2].[Cl-].[F:27][C:28]1[CH:35]=[CH:34][C:31]([CH2:32][Zn+])=[CH:30][CH:29]=1.[NH4+].[Cl-].C(N(CC([O-])=O)CC(O)=O)CN(CC([O-])=O)CC(O)=O.[Na+].[Na+]. The catalyst is O1CCCC1.[Pd].C1(P(C2C=CC=CC=2)C2C=CC=CC=2)C=CC=CC=1.C1(P(C2C=CC=CC=2)C2C=CC=CC=2)C=CC=CC=1.C1(P(C2C=CC=CC=2)C2C=CC=CC=2)C=CC=CC=1.C1(P(C2C=CC=CC=2)C2C=CC=CC=2)C=CC=CC=1. The product is [C:1]([O:4][CH2:5][C@@H:6]1[C@@H:13]2[C@@H:9]([O:10][C:11]([CH3:15])([CH3:14])[O:12]2)[C@H:8]([N:16]2[CH:24]=[N:23][C:22]3[C:17]2=[N:18][CH:19]=[N:20][C:21]=3[CH2:32][C:31]2[CH:34]=[CH:35][C:28]([F:27])=[CH:29][CH:30]=2)[O:7]1)(=[O:3])[CH3:2]. The yield is 0.730. (4) The reactants are [CH2:1]([O:3][CH:4]([O:15][CH2:16][CH3:17])[C:5]1[O:13][C:12]2[C:11](I)=[CH:10][N:9]=[CH:8][C:7]=2[CH:6]=1)[CH3:2].[Cu](C#N)[C:19]#[N:20]. The catalyst is CN(C)C=O.C(OCC)(=O)C.[Cu](I)I. The product is [CH2:1]([O:3][CH:4]([O:15][CH2:16][CH3:17])[C:5]1[O:13][C:12]2[C:11]([C:19]#[N:20])=[CH:10][N:9]=[CH:8][C:7]=2[CH:6]=1)[CH3:2]. The yield is 0.850. (5) The reactants are C(O[C:4](=[O:28])[CH2:5][NH:6][CH2:7][CH2:8][O:9][C:10]1[CH:15]=[CH:14][C:13]([CH2:16][CH2:17][CH2:18][CH2:19][NH:20][C:21]([O:23][C:24]([CH3:27])([CH3:26])[CH3:25])=[O:22])=[CH:12][CH:11]=1)C.[NH3:29]. No catalyst specified. The product is [C:24]([O:23][C:21](=[O:22])[NH:20][CH2:19][CH2:18][CH2:17][CH2:16][C:13]1[CH:12]=[CH:11][C:10]([O:9][CH2:8][CH2:7][NH:6][CH2:5][C:4](=[O:28])[NH2:29])=[CH:15][CH:14]=1)([CH3:25])([CH3:26])[CH3:27]. The yield is 1.00.